This data is from Forward reaction prediction with 1.9M reactions from USPTO patents (1976-2016). The task is: Predict the product of the given reaction. (1) Given the reactants [CH2:1]([NH2:4])[CH2:2][NH2:3].Cl[C:6]1[CH:7]=[N:8][CH:9]=[CH:10][CH:11]=1.CC(C)([O-])C.[K+], predict the reaction product. The product is: [N:8]1[CH:9]=[CH:10][CH:11]=[C:6]([NH:3][CH2:2][CH2:1][NH2:4])[CH:7]=1. (2) Given the reactants [F:1][C:2]([F:10])(S(F)(=O)=O)C(O)=O.[OH:11][CH2:12][C@@H:13]([O:15][C:16]1[CH:17]=[C:18]([CH:23]=[C:24]([O:26][CH2:27][C:28]2[CH:33]=[CH:32][CH:31]=[CH:30][CH:29]=2)[CH:25]=1)[C:19]([O:21][CH3:22])=[O:20])[CH3:14], predict the reaction product. The product is: [F:1][CH:2]([F:10])[O:11][CH2:12][C@@H:13]([O:15][C:16]1[CH:17]=[C:18]([CH:23]=[C:24]([O:26][CH2:27][C:28]2[CH:33]=[CH:32][CH:31]=[CH:30][CH:29]=2)[CH:25]=1)[C:19]([O:21][CH3:22])=[O:20])[CH3:14]. (3) Given the reactants C([O-])([O-])=O.[K+].[K+].[C:7]1([CH2:13][NH:14][C@@H:15]([C:18]([OH:20])=[O:19])[CH2:16][OH:17])[CH:12]=[CH:11][CH:10]=[CH:9][CH:8]=1.Cl[CH2:22][C:23](Cl)=[O:24].[OH-].[Na+], predict the reaction product. The product is: [O:24]=[C:23]1[N:14]([CH2:13][C:7]2[CH:8]=[CH:9][CH:10]=[CH:11][CH:12]=2)[C@@H:15]([C:18]([OH:20])=[O:19])[CH2:16][O:17][CH2:22]1. (4) The product is: [ClH:39].[F:1][C:2]1[C:7]([C:8]2[C:9]([CH3:32])=[C:10]([CH2:22][NH:23][CH3:24])[S:11][C:12]=2[S:13]([C:16]2[CH:21]=[CH:20][CH:19]=[CH:18][CH:17]=2)(=[O:15])=[O:14])=[CH:6][CH:5]=[CH:4][N:3]=1. Given the reactants [F:1][C:2]1[C:7]([C:8]2[C:9]([CH3:32])=[C:10]([CH2:22][N:23](C)[C:24](=O)OC(C)(C)C)[S:11][C:12]=2[S:13]([C:16]2[CH:21]=[CH:20][CH:19]=[CH:18][CH:17]=2)(=[O:15])=[O:14])=[CH:6][CH:5]=[CH:4][N:3]=1.C(OCC)(=O)C.[ClH:39], predict the reaction product. (5) Given the reactants [CH3:1][C:2]1([C:7]2[O:11][C:10]([CH2:12][N:13]3[CH:17]=[CH:16][C:15]([NH2:18])=[N:14]3)=[CH:9][CH:8]=2)[O:6]CCO1.[CH3:19][O:20][C:21]1[CH:26]=[C:25]([O:27][CH3:28])[CH:24]=[CH:23][C:22]=1/[CH:29]=[CH:30]/[C:31](O)=[O:32], predict the reaction product. The product is: [C:2]([C:7]1[O:11][C:10]([CH2:12][N:13]2[CH:17]=[CH:16][C:15]([NH:18][C:31](=[O:32])/[CH:30]=[CH:29]/[C:22]3[CH:23]=[CH:24][C:25]([O:27][CH3:28])=[CH:26][C:21]=3[O:20][CH3:19])=[N:14]2)=[CH:9][CH:8]=1)(=[O:6])[CH3:1]. (6) Given the reactants C(O)(C(F)(F)F)=O.[C:8]([C:10]1[CH:11]=[C:12]([NH:26][C:27]2[CH:32]=[C:31]([O:33][C:34]3[C:43]4[C:38](=[CH:39][CH:40]=[CH:41][CH:42]=4)[C:37]([NH:44]C(=O)OC(C)(C)C)=[CH:36][CH:35]=3)[CH:30]=[CH:29][N:28]=2)[CH:13]=[C:14]([C:16](=[O:25])[NH:17][CH2:18][CH2:19][O:20][CH2:21][CH2:22][O:23][CH3:24])[CH:15]=1)#[CH:9], predict the reaction product. The product is: [NH2:44][C:37]1[C:38]2[C:43](=[CH:42][CH:41]=[CH:40][CH:39]=2)[C:34]([O:33][C:31]2[CH:30]=[CH:29][N:28]=[C:27]([NH:26][C:12]3[CH:13]=[C:14]([CH:15]=[C:10]([C:8]#[CH:9])[CH:11]=3)[C:16]([NH:17][CH2:18][CH2:19][O:20][CH2:21][CH2:22][O:23][CH3:24])=[O:25])[CH:32]=2)=[CH:35][CH:36]=1. (7) Given the reactants [F:1][C:2]1[CH:20]=[CH:19][C:5]2[NH:6][C:7](=[N:9][C:10](=[O:18])[C:11]3[CH:16]=[CH:15][C:14]([CH3:17])=[CH:13][CH:12]=3)[S:8][C:4]=2[C:3]=1[F:21].C(=O)([O-])[O-].[K+].[K+].Br[CH2:29][C:30]([O:32][CH2:33][CH3:34])=[O:31], predict the reaction product. The product is: [F:1][C:2]1[CH:20]=[CH:19][C:5]2[N:6]([CH2:29][C:30]([O:32][CH2:33][CH3:34])=[O:31])[C:7](=[N:9][C:10](=[O:18])[C:11]3[CH:12]=[CH:13][C:14]([CH3:17])=[CH:15][CH:16]=3)[S:8][C:4]=2[C:3]=1[F:21]. (8) Given the reactants [Cl:1][C:2]1[CH:3]=[C:4]([CH:8]=[C:9]([Cl:11])[N:10]=1)[C:5](O)=[O:6].C(Cl)(C(Cl)=O)=O.[CH3:18][NH:19][O:20][CH3:21].N1C=CC=CC=1, predict the reaction product. The product is: [Cl:1][C:2]1[CH:3]=[C:4]([CH:8]=[C:9]([Cl:11])[N:10]=1)[C:5]([N:19]([O:20][CH3:21])[CH3:18])=[O:6].